From a dataset of Forward reaction prediction with 1.9M reactions from USPTO patents (1976-2016). Predict the product of the given reaction. (1) Given the reactants Cl.[Cl:2][C:3]1[CH:8]=[CH:7][C:6]([N:9]2[CH2:14][CH2:13][CH2:12][C@@H:11]([C:15]([OH:17])=O)[CH2:10]2)=[CH:5][C:4]=1[C:18]1[NH:22][C:21]2[CH:23]=[CH:24][C:25]([F:27])=[CH:26][C:20]=2[N:19]=1.CN(C(ON1N=NC2C=CC=NC1=2)=[N+](C)C)C.F[P-](F)(F)(F)(F)F.[O:52]1[CH2:57][CH2:56][N:55]([CH2:58][CH2:59][NH2:60])[CH2:54][CH2:53]1, predict the reaction product. The product is: [N:55]1([CH2:58][CH2:59][NH:60][C:15]([C@@H:11]2[CH2:12][CH2:13][CH2:14][N:9]([C:6]3[CH:7]=[CH:8][C:3]([Cl:2])=[C:4]([C:18]4[NH:22][C:21]5[CH:23]=[CH:24][C:25]([F:27])=[CH:26][C:20]=5[N:19]=4)[CH:5]=3)[CH2:10]2)=[O:17])[CH2:56][CH2:57][O:52][CH2:53][CH2:54]1. (2) Given the reactants [OH:1][CH2:2][CH2:3][CH2:4][C:5]1[CH:10]=[CH:9][C:8]([C@H:11]2[CH2:28][C@@:26]3([CH3:27])[C@@H:22]([CH2:23][CH2:24][C:25]3=O)[C@H:21]3[C:12]2=[C:13]2[C:18]([CH2:19][CH2:20]3)=[CH:17][C:16](=[O:30])[CH2:15][CH2:14]2)=[CH:7][CH:6]=1.[Cl:31]N1C(=O)CCC1=O.O, predict the reaction product. The product is: [Cl:31][C:17]1[C:16](=[O:30])[CH2:15][CH2:14][C:13]2[C:18]=1[CH2:19][CH2:20][C@@H:21]1[C:12]=2[C@@H:11]([C:8]2[CH:7]=[CH:6][C:5]([CH2:4][CH2:3][CH2:2][OH:1])=[CH:10][CH:9]=2)[CH2:28][C@@:26]2([CH3:27])[C@H:22]1[CH2:23][CH2:24][CH2:25]2. (3) Given the reactants [S:1]1[CH:5]=[CH:4][C:3]([C:6]2[CH:11]=[CH:10][C:9]([CH:12]([CH3:15])[CH2:13][NH2:14])=[CH:8][CH:7]=2)=[CH:2]1.[C:16](Cl)(=[O:20])[CH:17]([CH3:19])[CH3:18], predict the reaction product. The product is: [S:1]1[CH:5]=[CH:4][C:3]([C:6]2[CH:11]=[CH:10][C:9]([CH:12]([CH3:15])[CH2:13][NH:14][C:16](=[O:20])[CH:17]([CH3:19])[CH3:18])=[CH:8][CH:7]=2)=[CH:2]1. (4) Given the reactants [N:1]1[CH:2]=[CH:3][N:4]2[CH:9]=[CH:8][CH:7]=[C:6]([C:10]([OH:12])=O)[C:5]=12.Cl.[F:14][C:15]1[CH:28]=[CH:27][C:18]([CH2:19][CH2:20][N:21]2[CH2:26][CH2:25][NH:24][CH2:23][CH2:22]2)=[CH:17][CH:16]=1, predict the reaction product. The product is: [F:14][C:15]1[CH:16]=[CH:17][C:18]([CH2:19][CH2:20][N:21]2[CH2:26][CH2:25][N:24]([C:10]([C:6]3[C:5]4[N:4]([CH:3]=[CH:2][N:1]=4)[CH:9]=[CH:8][CH:7]=3)=[O:12])[CH2:23][CH2:22]2)=[CH:27][CH:28]=1. (5) The product is: [OH:1][CH:2]1[C:12]2[C:7](=[N:8][CH:9]=[C:10]([C:13]3[CH:14]=[CH:15][CH:16]=[CH:17][CH:18]=3)[CH:11]=2)[CH:6]=[CH:5][C:4]2[CH:19]=[CH:20][C:21]([NH:23][S:24]([CH3:27])(=[O:26])=[O:25])=[CH:22][C:3]1=2. Given the reactants [O:1]=[C:2]1[C:12]2[C:7](=[N:8][CH:9]=[C:10]([C:13]3[CH:18]=[CH:17][CH:16]=[CH:15][CH:14]=3)[CH:11]=2)[CH:6]=[CH:5][C:4]2[CH:19]=[CH:20][C:21]([NH:23][S:24]([CH3:27])(=[O:26])=[O:25])=[CH:22][C:3]1=2.[BH4-].[Na+].Cl, predict the reaction product. (6) Given the reactants COC1C=CC2C(C)CN(C(=O)C(F)(F)F)CCC=2N=1.P(Cl)(Cl)(Cl)(Cl)Cl.O=P(Cl)(Cl)Cl.C([O-])(O)=O.[Na+].[Cl:37][C:38]1[C:55]([O:56][CH3:57])=[N:54][C:41]2[CH2:42][CH2:43][N:44](C(=O)C(F)(F)F)[CH2:45][CH:46]([CH3:47])[C:40]=2[CH:39]=1.C([O-])([O-])=O.[K+].[K+], predict the reaction product. The product is: [Cl:37][C:38]1[C:55]([O:56][CH3:57])=[N:54][C:41]2[CH2:42][CH2:43][NH:44][CH2:45][CH:46]([CH3:47])[C:40]=2[CH:39]=1. (7) Given the reactants C(OC([NH:8][C@@:9]([CH3:20])([CH2:13][C:14]1[CH:19]=[CH:18][CH:17]=[CH:16][CH:15]=1)[C:10]([OH:12])=[O:11])=O)(C)(C)C, predict the reaction product. The product is: [NH2:8][C@@:9]([CH3:20])([CH2:13][CH:14]1[CH2:19][CH2:18][CH2:17][CH2:16][CH2:15]1)[C:10]([OH:12])=[O:11]. (8) Given the reactants C(Cl)(=O)C(Cl)=O.CS(C)=O.[OH:11][CH:12]([CH2:30][CH3:31])[CH2:13][NH:14][C:15]([CH2:17][CH2:18][NH:19][C:20](=[O:29])[O:21][CH2:22][C:23]1[CH:28]=[CH:27][CH:26]=[CH:25][CH:24]=1)=[O:16].C(N(CC)CC)C, predict the reaction product. The product is: [O:11]=[C:12]([CH2:30][CH3:31])[CH2:13][NH:14][C:15]([CH2:17][CH2:18][NH:19][C:20](=[O:29])[O:21][CH2:22][C:23]1[CH:28]=[CH:27][CH:26]=[CH:25][CH:24]=1)=[O:16]. (9) Given the reactants [NH2:1][C:2]1[CH:3]=[C:4]([CH:16]=[CH:17][CH:18]=1)[O:5][C:6]1[CH:11]=[CH:10][N:9]=[C:8]2[NH:12][C:13](=[O:15])[NH:14][C:7]=12.[S:19]1[CH:23]=[CH:22][C:21]2[CH:24]=[C:25]([C:28](Cl)=[O:29])[CH:26]=[CH:27][C:20]1=2, predict the reaction product. The product is: [O:15]=[C:13]1[NH:12][C:8]2=[N:9][CH:10]=[CH:11][C:6]([O:5][C:4]3[CH:3]=[C:2]([NH:1][C:28]([C:25]4[CH:26]=[CH:27][C:20]5[S:19][CH:23]=[CH:22][C:21]=5[CH:24]=4)=[O:29])[CH:18]=[CH:17][CH:16]=3)=[C:7]2[NH:14]1.